From a dataset of Peptide-MHC class II binding affinity with 134,281 pairs from IEDB. Regression. Given a peptide amino acid sequence and an MHC pseudo amino acid sequence, predict their binding affinity value. This is MHC class II binding data. (1) The peptide sequence is ITYVATATLPNYCRA. The MHC is DRB1_1602 with pseudo-sequence DRB1_1602. The binding affinity (normalized) is 0.425. (2) The peptide sequence is VIPEPGQQRSIQDNQ. The MHC is HLA-DQA10201-DQB10303 with pseudo-sequence HLA-DQA10201-DQB10303. The binding affinity (normalized) is 0. (3) The peptide sequence is SPEVIPMFSALSE. The MHC is DRB3_0101 with pseudo-sequence DRB3_0101. The binding affinity (normalized) is 0.179. (4) The peptide sequence is QWIIRNWETVKIQWS. The MHC is DRB4_0101 with pseudo-sequence DRB4_0103. The binding affinity (normalized) is 0.640. (5) The peptide sequence is IPTAFKIGKTYTPEE. The MHC is DRB1_1302 with pseudo-sequence DRB1_1302. The binding affinity (normalized) is 0.0361. (6) The peptide sequence is SGGVWREMHHLVEFE. The MHC is DRB1_0404 with pseudo-sequence DRB1_0404. The binding affinity (normalized) is 0.421. (7) The peptide sequence is GKIWPSHKGRPGNFLQSR. The MHC is DRB3_0101 with pseudo-sequence DRB3_0101. The binding affinity (normalized) is 0.0281.